This data is from Cav3 T-type calcium channel HTS with 100,875 compounds. The task is: Binary Classification. Given a drug SMILES string, predict its activity (active/inactive) in a high-throughput screening assay against a specified biological target. (1) The molecule is O=C(NC(C(C)C)C(=O)Nc1cc2OCCOc2cc1)C1CCCCC1. The result is 0 (inactive). (2) The drug is O(\N=C\c1ccc(OC)cc1)CC(=O)/C(=c1\[nH]c2c([nH]1)cccc2)C#N. The result is 0 (inactive).